Dataset: Catalyst prediction with 721,799 reactions and 888 catalyst types from USPTO. Task: Predict which catalyst facilitates the given reaction. (1) Reactant: [F:1][C:2]([F:9])([F:8])/[CH:3]=[CH:4]/[C:5](O)=[O:6].C(Cl)(=O)C(Cl)=O.[N:16]1([C:22]2[CH:27]=[C:26]([C:28](=[O:30])[CH3:29])[CH:25]=[CH:24][N:23]=2)[CH2:21][CH2:20][NH:19][CH2:18][CH2:17]1.CCN(C(C)C)C(C)C. Product: [C:28]([C:26]1[CH:25]=[CH:24][N:23]=[C:22]([N:16]2[CH2:17][CH2:18][N:19]([C:5](=[O:6])/[CH:4]=[CH:3]/[C:2]([F:9])([F:8])[F:1])[CH2:20][CH2:21]2)[CH:27]=1)(=[O:30])[CH3:29]. The catalyst class is: 139. (2) Reactant: [CH2:1]([C:4]1[CH:9]=[C:8]([F:10])[CH:7]=[CH:6][C:5]=1[OH:11])[CH:2]=[CH2:3].C1C=C(Cl)C=C(C(OO)=[O:20])C=1. Product: [F:10][C:8]1[CH:7]=[CH:6][C:5]2[O:11][CH:2]([CH2:3][OH:20])[CH2:1][C:4]=2[CH:9]=1. The catalyst class is: 22. (3) Reactant: [NH2:1][C:2]1[CH:3]=[C:4]([N:16]2[CH2:21][CH2:20][N:19]([C:22]([C:24]3[CH:29]=[CH:28][CH:27]=[CH:26][CH:25]=3)=[O:23])[CH2:18][CH2:17]2)[CH:5]=[CH:6][C:7]=1[O:8][CH2:9][C:10]1[CH:15]=[CH:14][CH:13]=[CH:12][CH:11]=1.[C:30]1(B(O)O)[CH:35]=[CH:34][CH:33]=[CH:32][CH:31]=1.C(N(CC)CC)C. Product: [CH2:9]([O:8][C:7]1[CH:6]=[CH:5][C:4]([N:16]2[CH2:21][CH2:20][N:19]([C:22]([C:24]3[CH:25]=[CH:26][CH:27]=[CH:28][CH:29]=3)=[O:23])[CH2:18][CH2:17]2)=[CH:3][C:2]=1[NH:1][C:30]1[CH:35]=[CH:34][CH:33]=[CH:32][CH:31]=1)[C:10]1[CH:11]=[CH:12][CH:13]=[CH:14][CH:15]=1. The catalyst class is: 749. (4) Reactant: [Br:1][C:2]1[CH:3]=[CH:4][C:5]([F:15])=[C:6]([C:8]23[CH2:13][CH:12]2[CH2:11][O:10][C:9]3=[O:14])[CH:7]=1.[NH3:16]. Product: [Br:1][C:2]1[CH:3]=[CH:4][C:5]([F:15])=[C:6]([C:8]2([C:9]([NH2:16])=[O:14])[CH2:13][CH:12]2[CH2:11][OH:10])[CH:7]=1. The catalyst class is: 12. (5) Reactant: [CH3:1][O:2][C:3]1[C:8]([CH:9]=[CH2:10])=[C:7]([CH3:11])[CH:6]=[C:5]([CH3:12])[N:4]=1. Product: [CH2:9]([C:8]1[C:3]([O:2][CH3:1])=[N:4][C:5]([CH3:12])=[CH:6][C:7]=1[CH3:11])[CH3:10]. The catalyst class is: 63. (6) Reactant: [CH2:1]([N:3]1[C:8](=[O:9])[C:7]([NH:10][C:11]2[CH:12]=[N:13][CH:14]=[CH:15][CH:16]=2)=[C:6]([C:17]([O:19]C(OC(OC2CCCCC2)=O)C)=[O:18])[C:5]([C:32]2[CH:37]=[CH:36][CH:35]=[CH:34][CH:33]=2)=[N:4]1)[CH3:2].C(N1C(=O)C(NC2C=NC=CC=2C)=C(C(O[CH:58]([O:60][C:61]([O:63][CH:64]2[CH2:69][CH2:68][CH2:67][CH2:66][CH2:65]2)=[O:62])[CH3:59])=O)C(C2C=CC=CC=2)=N1)C. Product: [CH2:1]([N:3]1[C:8](=[O:9])[C:7]([NH:10][C:11]2[CH:12]=[N:13][CH:14]=[CH:15][CH:16]=2)=[C:6]([C:17]([O:19][CH2:59][CH2:58][O:60][C:61]([O:63][CH:64]2[CH2:69][CH2:68][CH2:67][CH2:66][CH2:65]2)=[O:62])=[O:18])[C:5]([C:32]2[CH:37]=[CH:36][CH:35]=[CH:34][CH:33]=2)=[N:4]1)[CH3:2]. The catalyst class is: 5. (7) Reactant: Cl[C:2]1[N:10]=[C:9]([Cl:11])[CH:8]=[CH:7][C:3]=1[C:4]([OH:6])=[O:5].[N:12]1[CH:17]=[CH:16][C:15]([CH2:18][NH2:19])=[CH:14][CH:13]=1. Product: [Cl:11][C:9]1[CH:8]=[CH:7][C:3]([C:4]([OH:6])=[O:5])=[C:2]([NH:19][CH2:18][C:15]2[CH:16]=[CH:17][N:12]=[CH:13][CH:14]=2)[N:10]=1. The catalyst class is: 32. (8) Reactant: [CH3:1][Mg]I.Cl[C:5]1[N:14]=[C:13]([C:15]2[CH:20]=[CH:19][C:18]([CH:21]([CH3:23])[CH3:22])=[CH:17][CH:16]=2)[C:12]2[C:7](=[CH:8][C:9]([O:26][CH3:27])=[C:10]([O:24][CH3:25])[CH:11]=2)[N:6]=1. Product: [CH:21]([C:18]1[CH:19]=[CH:20][C:15]([C:13]2[C:12]3[C:7](=[CH:8][C:9]([O:26][CH3:27])=[C:10]([O:24][CH3:25])[CH:11]=3)[N:6]=[C:5]([CH3:1])[N:14]=2)=[CH:16][CH:17]=1)([CH3:23])[CH3:22]. The catalyst class is: 1. (9) Reactant: [C:1]([O:5][C:6]([N:8]1[CH2:13][CH2:12][C:11]([NH:15][CH2:16][C:17]2[C:25]3[C:24]([C:26](O)=[O:27])=[CH:23][CH:22]=[N:21][C:20]=3[NH:19][CH:18]=2)([CH3:14])[CH2:10][CH2:9]1)=[O:7])([CH3:4])([CH3:3])[CH3:2].CN(C(ON1N=NC2C=CC=NC1=2)=[N+](C)C)C.F[P-](F)(F)(F)(F)F.N1C=CC=CC=1. Product: [CH3:14][C:11]1([N:15]2[CH2:16][C:17]3=[CH:18][NH:19][C:20]4[C:25]3=[C:24]([CH:23]=[CH:22][N:21]=4)[C:26]2=[O:27])[CH2:12][CH2:13][N:8]([C:6]([O:5][C:1]([CH3:4])([CH3:2])[CH3:3])=[O:7])[CH2:9][CH2:10]1. The catalyst class is: 3. (10) Reactant: [NH:1]1[CH:5]=[CH:4][CH:3]=[C:2]1[C:6]([OH:8])=[O:7].[C:9](Cl)(=O)[C:10]([Cl:12])=[O:11]. Product: [CH2:9]([O:7][C:6]([C:2]1[NH:1][CH:5]=[CH:4][CH:3]=1)=[O:8])[CH3:10].[NH:1]1[CH:2]=[CH:3][CH:4]=[C:9]1[C:10]([Cl:12])=[O:11]. The catalyst class is: 59.